This data is from CYP3A4 inhibition data for predicting drug metabolism from PubChem BioAssay. The task is: Regression/Classification. Given a drug SMILES string, predict its absorption, distribution, metabolism, or excretion properties. Task type varies by dataset: regression for continuous measurements (e.g., permeability, clearance, half-life) or binary classification for categorical outcomes (e.g., BBB penetration, CYP inhibition). Dataset: cyp3a4_veith. The compound is NC(=NCCc1ccc(I)cc1)SCCCc1cnc[nH]1. The result is 1 (inhibitor).